From a dataset of Catalyst prediction with 721,799 reactions and 888 catalyst types from USPTO. Predict which catalyst facilitates the given reaction. (1) The catalyst class is: 1. Product: [CH2:1]([N:8]([CH3:30])[C:9]([C:11]1[N:12]([CH3:13])[C:33](=[O:36])[C:14]([O:28][CH3:40])=[C:15]([C:17]([NH:19][CH2:20][C:21]2[CH:22]=[CH:23][C:24]([F:27])=[CH:25][CH:26]=2)=[O:18])[CH:16]=1)=[O:10])[C:2]1[CH:7]=[CH:6][CH:5]=[CH:4][CH:3]=1. Reactant: [CH2:1]([N:8]([CH3:30])[C:9]([C:11]1[CH:16]=[C:15]([C:17]([NH:19][CH2:20][C:21]2[CH:26]=[CH:25][C:24]([F:27])=[CH:23][CH:22]=2)=[O:18])[C:14]([OH:28])=[C:13](O)[N:12]=1)=[O:10])[C:2]1[CH:7]=[CH:6][CH:5]=[CH:4][CH:3]=1.CI.[C:33](=[O:36])([O-])[O-].[Cs+].[Cs+].O.[CH3:40]C#N. (2) Reactant: N12CCCN=C1CCCCC2.Cl.[NH2:13][CH2:14][C:15]1[CH:23]=[CH:22][CH:21]=[C:20]2[C:16]=1[C:17](=[O:33])[N:18]([CH:25]1[CH2:30][CH2:29][C:28](=[O:31])[NH:27][C:26]1=[O:32])[C:19]2=[O:24].O=C1CCC(=O)N1[O:41][C:42](=O)[NH:43][C:44]1[CH:49]=[CH:48][CH:47]=[CH:46][N:45]=1. Product: [O:32]=[C:26]1[CH:25]([N:18]2[C:17](=[O:33])[C:16]3[C:20](=[CH:21][CH:22]=[CH:23][C:15]=3[CH2:14][NH:13][C:42]([NH:43][C:44]3[CH:49]=[CH:48][CH:47]=[CH:46][N:45]=3)=[O:41])[C:19]2=[O:24])[CH2:30][CH2:29][C:28](=[O:31])[NH:27]1. The catalyst class is: 10.